From a dataset of Forward reaction prediction with 1.9M reactions from USPTO patents (1976-2016). Predict the product of the given reaction. Given the reactants [F:1][C:2]1[CH:7]=[CH:6][CH:5]=[CH:4][C:3]=1[CH:8]([C:23]1[CH:28]=[CH:27][CH:26]=[CH:25][C:24]=1[F:29])[O:9][C:10]1[CH:19]=[CH:18][C:17]([N+:20]([O-])=O)=[CH:16][C:11]=1[C:12]([O:14][CH3:15])=[O:13], predict the reaction product. The product is: [NH2:20][C:17]1[CH:18]=[CH:19][C:10]([O:9][CH:8]([C:3]2[CH:4]=[CH:5][CH:6]=[CH:7][C:2]=2[F:1])[C:23]2[CH:28]=[CH:27][CH:26]=[CH:25][C:24]=2[F:29])=[C:11]([CH:16]=1)[C:12]([O:14][CH3:15])=[O:13].